From a dataset of Catalyst prediction with 721,799 reactions and 888 catalyst types from USPTO. Predict which catalyst facilitates the given reaction. Reactant: C([O:5][C:6]([CH2:8][CH2:9][CH2:10][O:11][C:12]1[CH:22]=[CH:21][CH:20]=[CH:19][C:13]=1[C:14]([O:16][CH2:17][CH3:18])=[O:15])=[O:7])(C)(C)C.FC(F)(F)C(O)=O.C(OCC)(=O)C. Product: [CH2:17]([O:16][C:14]([C:13]1[CH:19]=[CH:20][CH:21]=[CH:22][C:12]=1[O:11][CH2:10][CH2:9][CH2:8][C:6]([OH:7])=[O:5])=[O:15])[CH3:18]. The catalyst class is: 27.